From a dataset of Reaction yield outcomes from USPTO patents with 853,638 reactions. Predict the reaction yield, written as a fraction of the theoretical maximum amount of product (1.0 means a 100% yield; for example, 0.34 means a 34% yield). The reactants are [F:1][C:2]1[CH:7]=[CH:6][C:5]([CH:8]([C:10]2[S:14][CH:13]=[N:12][CH:11]=2)O)=[CH:4][CH:3]=1.C[Si](I)(C)C.[I-].[Na+].Cl[Si](C)(C)C.[OH-].[Na+]. The catalyst is C(#N)C.ClCCl.CCOC(C)=O. The product is [F:1][C:2]1[CH:7]=[CH:6][C:5]([CH2:8][C:10]2[S:14][CH:13]=[N:12][CH:11]=2)=[CH:4][CH:3]=1. The yield is 0.680.